This data is from Full USPTO retrosynthesis dataset with 1.9M reactions from patents (1976-2016). The task is: Predict the reactants needed to synthesize the given product. (1) The reactants are: [CH3:1][O:2][C:3]1[CH:4]=[C:5]2[C:10](=[CH:11][CH:12]=1)[N:9]=[C:8]([NH:13][C@H:14]1[CH2:18][CH2:17][C@H:16]([NH:19]C(=O)OC(C)(C)C)[CH2:15]1)[CH:7]=[C:6]2[CH3:27].C(O)(C(F)(F)F)=O. Given the product [CH3:1][O:2][C:3]1[CH:4]=[C:5]2[C:10](=[CH:11][CH:12]=1)[N:9]=[C:8]([NH:13][C@H:14]1[CH2:18][CH2:17][C@H:16]([NH2:19])[CH2:15]1)[CH:7]=[C:6]2[CH3:27], predict the reactants needed to synthesize it. (2) Given the product [CH3:1][C:2]1([CH3:27])[O:6][C@@H:5]([CH2:7][O:8][C:9]2[CH:14]=[C:13]([CH3:15])[C:12]([C:16]3[CH:21]=[CH:20][CH:19]=[C:18]([C:22]([N:41]([O:40][CH3:39])[CH3:42])=[O:23])[C:17]=3[CH3:25])=[C:11]([CH3:26])[CH:10]=2)[CH2:4][O:3]1, predict the reactants needed to synthesize it. The reactants are: [CH3:1][C:2]1([CH3:27])[O:6][C@@H:5]([CH2:7][O:8][C:9]2[CH:14]=[C:13]([CH3:15])[C:12]([C:16]3[CH:21]=[CH:20][CH:19]=[C:18]([C:22](O)=[O:23])[C:17]=3[CH3:25])=[C:11]([CH3:26])[CH:10]=2)[CH2:4][O:3]1.N1(O)C2C=CC=CC=2N=N1.Cl.[CH3:39][O:40][NH:41][CH3:42].Cl.CN(C)CCCN=C=NCC. (3) Given the product [Br:1][C:2]1[CH:6]=[C:5]([C:7]([O:9][CH3:10])=[O:8])[N:4]([C:11]2[CH:16]=[CH:15][CH:14]=[CH:13][C:12]=2[Cl:17])[N:3]=1, predict the reactants needed to synthesize it. The reactants are: [Br:1][C:2]1[CH2:6][CH:5]([C:7]([O:9][CH3:10])=[O:8])[N:4]([C:11]2[CH:16]=[CH:15][CH:14]=[CH:13][C:12]=2[Cl:17])[N:3]=1.[Mn]([O-])(=O)(=O)=O.[K+]. (4) Given the product [Br:1][C:2]1[CH:3]=[C:4]2[C:8](=[CH:9][CH:10]=1)[N:7]([CH3:16])[C:6]([C:11]([O:13][CH2:14][CH3:15])=[O:12])=[CH:5]2, predict the reactants needed to synthesize it. The reactants are: [Br:1][C:2]1[CH:3]=[C:4]2[C:8](=[CH:9][CH:10]=1)[NH:7][C:6]([C:11]([O:13][CH2:14][CH3:15])=[O:12])=[CH:5]2.[C:16](=O)([O-])[O-].[K+].[K+].CI. (5) Given the product [OH:8][N:9]=[C:10]1[C:18]2[C:13](=[CH:14][C:15]([NH:19][C:20]3[C:28]4[C:23](=[CH:24][N:25]=[CH:26][CH:27]=4)[S:22][C:21]=3[C:29]([NH:31][C:32]3[CH:37]=[CH:36][CH:35]=[CH:34][CH:33]=3)=[O:30])=[CH:16][CH:17]=2)[CH2:12][CH2:11]1, predict the reactants needed to synthesize it. The reactants are: [Si]([O:8][N:9]=[C:10]1[C:18]2[C:13](=[CH:14][C:15]([NH:19][C:20]3[C:28]4[C:23](=[CH:24][N:25]=[CH:26][CH:27]=4)[S:22][C:21]=3[C:29]([NH:31][C:32]3[CH:37]=[CH:36][CH:35]=[CH:34][CH:33]=3)=[O:30])=[CH:16][CH:17]=2)[CH2:12][CH2:11]1)(C(C)(C)C)(C)C.CCCC[N+](CCCC)(CCCC)CCCC.[F-]. (6) Given the product [CH3:19][CH:18]([S:15]([NH:14][C@H:9]1[C@H:8]([C:5]2[CH:4]=[CH:3][C:2]([O:1][S:30]([C:33]([F:36])([F:35])[F:34])(=[O:31])=[O:29])=[CH:7][CH:6]=2)[CH2:13][CH2:12][O:11][CH2:10]1)(=[O:17])=[O:16])[CH3:20], predict the reactants needed to synthesize it. The reactants are: [OH:1][C:2]1[CH:7]=[CH:6][C:5]([C@@H:8]2[CH2:13][CH2:12][O:11][CH2:10][C@H:9]2[NH:14][S:15]([CH:18]([CH3:20])[CH3:19])(=[O:17])=[O:16])=[CH:4][CH:3]=1.N1C(C)=CC=CC=1C.[O:29](S(C(F)(F)F)(=O)=O)[S:30]([C:33]([F:36])([F:35])[F:34])(=O)=[O:31].O.